This data is from Full USPTO retrosynthesis dataset with 1.9M reactions from patents (1976-2016). The task is: Predict the reactants needed to synthesize the given product. (1) Given the product [Cl:25][C:26]1[CH:31]=[CH:30][CH:29]=[CH:28][C:27]=1[C:2]1[C:11]2[C:6](=[CH:7][C:8]([C:12]3[CH:13]=[C:14]([CH:21]=[CH:22][C:23]=3[CH3:24])[C:15]([NH:17][CH:18]3[CH2:19][CH2:20]3)=[O:16])=[CH:9][CH:10]=2)[CH:5]=[N:4][N:3]=1, predict the reactants needed to synthesize it. The reactants are: Cl[C:2]1[C:11]2[C:6](=[CH:7][C:8]([C:12]3[CH:13]=[C:14]([CH:21]=[CH:22][C:23]=3[CH3:24])[C:15]([NH:17][CH:18]3[CH2:20][CH2:19]3)=[O:16])=[CH:9][CH:10]=2)[CH:5]=[N:4][N:3]=1.[Cl:25][C:26]1[CH:31]=[CH:30][CH:29]=[CH:28][C:27]=1B(O)O.C([O-])([O-])=O.[K+].[K+]. (2) Given the product [CH3:1][C:2]1[S:3][C:4]([CH3:32])=[C:5]([CH2:21][C:22]2[CH:27]=[CH:26][C:25]([C:28]([F:29])([F:30])[F:31])=[CH:24][CH:23]=2)[C:6]=1[C:7]([NH:9][C@H:10]([C:12]1[CH:13]=[CH:14][C:15]([C:16]([NH:42][S:39]([C:33]2[CH:38]=[CH:37][CH:36]=[CH:35][CH:34]=2)(=[O:41])=[O:40])=[O:18])=[CH:19][CH:20]=1)[CH3:11])=[O:8], predict the reactants needed to synthesize it. The reactants are: [CH3:1][C:2]1[S:3][C:4]([CH3:32])=[C:5]([CH2:21][C:22]2[CH:27]=[CH:26][C:25]([C:28]([F:31])([F:30])[F:29])=[CH:24][CH:23]=2)[C:6]=1[C:7]([NH:9][C@H:10]([C:12]1[CH:20]=[CH:19][C:15]([C:16]([OH:18])=O)=[CH:14][CH:13]=1)[CH3:11])=[O:8].[C:33]1([S:39]([NH2:42])(=[O:41])=[O:40])[CH:38]=[CH:37][CH:36]=[CH:35][CH:34]=1.Cl.CN(C)CCCN=C=NCC. (3) The reactants are: [Cl:1][C:2]1[CH:36]=[CH:35][C:34]([CH2:37][CH2:38][CH2:39][O:40][CH3:41])=[CH:33][C:3]=1[CH2:4][N:5]([CH:30]1[CH2:32][CH2:31]1)[C:6]([C@@H:8]1[C@:13]([C:15]2[CH:20]=[CH:19][C:18]([F:21])=[C:17]([F:22])[CH:16]=2)([OH:14])[CH2:12][CH2:11][N:10]([C:23]([O:25][C:26]([CH3:29])([CH3:28])[CH3:27])=[O:24])[CH2:9]1)=[O:7].[H-].[Na+].[CH3:44]I. Given the product [Cl:1][C:2]1[CH:36]=[CH:35][C:34]([CH2:37][CH2:38][CH2:39][O:40][CH3:41])=[CH:33][C:3]=1[CH2:4][N:5]([CH:30]1[CH2:31][CH2:32]1)[C:6]([C@@H:8]1[C@:13]([C:15]2[CH:20]=[CH:19][C:18]([F:21])=[C:17]([F:22])[CH:16]=2)([O:14][CH3:44])[CH2:12][CH2:11][N:10]([C:23]([O:25][C:26]([CH3:27])([CH3:28])[CH3:29])=[O:24])[CH2:9]1)=[O:7], predict the reactants needed to synthesize it. (4) Given the product [Cl:1][C:2]1[C:7]([NH:8][NH:9][C:12](=[O:13])[C:11]([F:22])([F:21])[F:10])=[N:6][CH:5]=[CH:4][N:3]=1, predict the reactants needed to synthesize it. The reactants are: [Cl:1][C:2]1[C:7]([NH:8][NH2:9])=[N:6][CH:5]=[CH:4][N:3]=1.[F:10][C:11]([F:22])([F:21])[C:12](O[C:12](=[O:13])[C:11]([F:22])([F:21])[F:10])=[O:13]. (5) Given the product [F:1][C:2]1[CH:3]=[CH:4][C:5]([C:8]2[C:12]([CH2:13][O:14][C:15]3[N:16]=[CH:17][C:18]([C:19]([N:56]4[CH2:61][CH2:60][O:59][CH2:58][CH2:57]4)=[O:21])=[CH:22][CH:23]=3)=[C:11]([CH3:24])[O:10][N:9]=2)=[CH:6][CH:7]=1, predict the reactants needed to synthesize it. The reactants are: [F:1][C:2]1[CH:7]=[CH:6][C:5]([C:8]2[C:12]([CH2:13][O:14][C:15]3[CH:23]=[CH:22][C:18]([C:19]([OH:21])=O)=[CH:17][N:16]=3)=[C:11]([CH3:24])[O:10][N:9]=2)=[CH:4][CH:3]=1.F[B-](F)(F)F.N1(OC(N(C)C)=[N+](C)C)C2C=CC=CC=2N=N1.C(N(CC)C(C)C)(C)C.[NH:56]1[CH2:61][CH2:60][O:59][CH2:58][CH2:57]1. (6) Given the product [CH2:33]([N:15]1[CH2:16][CH2:17][C:12]([S:9]([C:6]2[CH:7]=[CH:8][C:3]([Cl:2])=[CH:4][CH:5]=2)(=[O:10])=[O:11])([C:18]2[CH:23]=[C:22]([F:24])[CH:21]=[CH:20][C:19]=2[F:25])[CH2:13][CH2:14]1)[C:34]1[CH:39]=[CH:38][CH:37]=[CH:36][CH:35]=1, predict the reactants needed to synthesize it. The reactants are: Cl.[Cl:2][C:3]1[CH:8]=[CH:7][C:6]([S:9]([C:12]2([C:18]3[CH:23]=[C:22]([F:24])[CH:21]=[CH:20][C:19]=3[F:25])[CH2:17][CH2:16][NH:15][CH2:14][CH2:13]2)(=[O:11])=[O:10])=[CH:5][CH:4]=1.C(N(CC)CC)C.[CH:33](=O)[C:34]1[CH:39]=[CH:38][CH:37]=[CH:36][CH:35]=1.C(O[BH-](OC(=O)C)OC(=O)C)(=O)C.[Na+].[OH-].[Na+]. (7) Given the product [F:17][C:18]1[CH:35]=[CH:34][CH:33]=[C:32]([F:36])[C:19]=1[CH2:20][O:21][C:22]1[CH:23]=[CH:24][C:25]([CH2:26][CH2:27][C:4](=[O:5])[CH2:6][C:7]([O:9][CH2:2][CH3:10])=[O:8])=[CH:30][CH:31]=1, predict the reactants needed to synthesize it. The reactants are: C[C:2]1([CH3:10])[O:9][C:7](=[O:8])[CH2:6][C:4](=[O:5])O1.N1C=CC=CC=1.[F:17][C:18]1[CH:35]=[CH:34][CH:33]=[C:32]([F:36])[C:19]=1[CH2:20][O:21][C:22]1[CH:31]=[CH:30][C:25]([CH2:26][C:27](Cl)=O)=[CH:24][CH:23]=1.Cl.